From a dataset of Catalyst prediction with 721,799 reactions and 888 catalyst types from USPTO. Predict which catalyst facilitates the given reaction. (1) Reactant: [Cl:1][C:2]1[NH:3][C:4]2[CH:10]=[CH:9][CH:8]=[CH:7][C:5]=2[N:6]=1.[C:11]1([CH:17]([C:21]2[CH:26]=[CH:25][CH:24]=[CH:23][CH:22]=2)[CH2:18][CH2:19][NH2:20])[CH:16]=[CH:15][CH:14]=[CH:13][CH:12]=1.Cl. Product: [N:6]1[C:5]2[CH:7]=[CH:8][CH:9]=[CH:10][C:4]=2[NH:3][C:2]=1[NH:20][CH2:19][CH2:18][CH:17]([C:11]1[CH:16]=[CH:15][CH:14]=[CH:13][CH:12]=1)[C:21]1[CH:26]=[CH:25][CH:24]=[CH:23][CH:22]=1.[ClH:1]. The catalyst class is: 2. (2) Reactant: [C:1]([O:5][C:6]([N:8](C1C=CC(OC)=CC=1)[C@@H:9]1[CH2:14][C@H:13]2[CH2:15][C@@H:10]1[CH2:11][N:12]2[C:16]([O:18][CH2:19][C:20]1[CH:25]=[CH:24][CH:23]=[CH:22][CH:21]=1)=[O:17])=[O:7])([CH3:4])([CH3:3])[CH3:2]. Product: [C:1]([O:5][C:6]([NH:8][C@@H:9]1[CH2:14][C@H:13]2[CH2:15][C@@H:10]1[CH2:11][N:12]2[C:16]([O:18][CH2:19][C:20]1[CH:25]=[CH:24][CH:23]=[CH:22][CH:21]=1)=[O:17])=[O:7])([CH3:4])([CH3:2])[CH3:3]. The catalyst class is: 192.